From a dataset of hERG Central: cardiac toxicity at 1µM, 10µM, and general inhibition. Predict hERG channel inhibition at various concentrations. (1) The compound is CCC(=O)c1ccc(OCC(=O)Nc2cc(S(=O)(=O)N3CCCCC3)ccc2N2CCN(CC)CC2)cc1. Results: hERG_inhib (hERG inhibition (general)): blocker. (2) The drug is [N-]=[N+]=NC[C@H](Cc1ccccc1)N1CC[C@@H](NC(=O)OCc2ccccc2)CCC1=O. Results: hERG_inhib (hERG inhibition (general)): blocker.